From a dataset of Full USPTO retrosynthesis dataset with 1.9M reactions from patents (1976-2016). Predict the reactants needed to synthesize the given product. Given the product [N+:11]([CH2:14][CH2:15][C:6]1[C:5]2[C:9](=[CH:10][C:2]([F:1])=[CH:3][CH:4]=2)[NH:8][CH:7]=1)([O-:13])=[O:12], predict the reactants needed to synthesize it. The reactants are: [F:1][C:2]1[CH:10]=[C:9]2[C:5]([CH:6]=[CH:7][NH:8]2)=[CH:4][CH:3]=1.[N+:11]([CH:14]=[CH2:15])([O-:13])=[O:12].